Dataset: Reaction yield outcomes from USPTO patents with 853,638 reactions. Task: Predict the reaction yield, written as a fraction of the theoretical maximum amount of product (1.0 means a 100% yield; for example, 0.34 means a 34% yield). (1) The reactants are Cl[C:2]1[CH:7]=[CH:6][N:5]=[C:4]([N:8]2[C:20](=[O:21])[C:19]3[S:18][C:17]4[CH2:16][CH2:15][CH2:14][CH2:13][C:12]=4[C:11]=3[CH:10]=[N:9]2)[C:3]=1[CH:22]=[O:23].[CH3:24][C@H:25]1[CH2:30][N:29]([CH:31]2[CH2:34][O:33][CH2:32]2)[C@H:28]([CH3:35])[CH2:27][N:26]1[C:36]1[CH:37]=[CH:38][C:39]([NH:42][C:43]2[C:44](=[O:59])[N:45]([CH3:58])[CH:46]=[C:47](B3OC(C)(C)C(C)(C)O3)[CH:48]=2)=[N:40][CH:41]=1.[O-]P([O-])([O-])=O.[K+].[K+].[K+].C([O-])(=O)C.[Na+]. The catalyst is C1C=CC(P(C2C=CC=CC=2)[C-]2C=CC=C2)=CC=1.C1C=CC(P(C2C=CC=CC=2)[C-]2C=CC=C2)=CC=1.Cl[Pd]Cl.[Fe+2].O.C(#N)C. The product is [CH3:24][CH:25]1[CH2:30][N:29]([CH:31]2[CH2:34][O:33][CH2:32]2)[CH:28]([CH3:35])[CH2:27][N:26]1[C:36]1[CH:37]=[CH:38][C:39]([NH:42][C:43]2[C:44](=[O:59])[N:45]([CH3:58])[CH:46]=[C:47]([C:2]3[CH:7]=[CH:6][N:5]=[C:4]([N:8]4[C:20](=[O:21])[C:19]5[S:18][C:17]6[CH2:16][CH2:15][CH2:14][CH2:13][C:12]=6[C:11]=5[CH:10]=[N:9]4)[C:3]=3[CH:22]=[O:23])[CH:48]=2)=[N:40][CH:41]=1. The yield is 0.380. (2) The reactants are [CH2:1]([O:3][C:4]([CH:6]1[CH2:11][CH2:10][CH:9]([CH3:12])[CH2:8][CH:7]1O)=[O:5])[CH3:2].C1(P([N:28]=[N+:29]=[N-:30])(C2C=CC=CC=2)=O)C=CC=CC=1.C1(P(C2C=CC=CC=2)C2C=CC=CC=2)C=CC=CC=1.N(C(OCC)=O)=NC(OCC)=O. The catalyst is C1COCC1. The product is [CH2:1]([O:3][C:4]([CH:6]1[CH2:11][CH2:10][CH:9]([CH3:12])[CH2:8][CH:7]1[N:28]=[N+:29]=[N-:30])=[O:5])[CH3:2]. The yield is 0.650. (3) The reactants are [NH2:1][CH2:2][C@@H:3]1[O:7][C:6](=[O:8])[N:5]([C:9]2[CH:14]=[CH:13][C:12]([CH:15]3[CH2:20][CH2:19][S:18](=[O:22])(=[O:21])[CH2:17][CH2:16]3)=[C:11]([F:23])[CH:10]=2)[CH2:4]1.[C:24](Cl)(=[O:34])[O:25][CH2:26][O:27][C:28](=[O:33])[C:29]([CH3:32])([CH3:31])[CH3:30]. The catalyst is ClCCl. The product is [O:22]=[S:18]1(=[O:21])[CH2:19][CH2:20][CH:15]([C:12]2[CH:13]=[CH:14][C:9]([N:5]3[CH2:4][C@H:3]([CH2:2][NH:1][C:24]([O:25][CH2:26][O:27][C:28](=[O:33])[C:29]([CH3:31])([CH3:30])[CH3:32])=[O:34])[O:7][C:6]3=[O:8])=[CH:10][C:11]=2[F:23])[CH2:16][CH2:17]1. The yield is 0.850. (4) The reactants are C([O-])(=O)C.[NH4+].C([O:9][C:10]1[CH:30]=[CH:29][C:13]([C:14]([O:16][CH:17]2[CH2:22][O:21][CH:20]([C:23]3[CH:28]=[CH:27][CH:26]=[CH:25][CH:24]=3)[O:19][CH2:18]2)=[O:15])=[CH:12][CH:11]=1)(=O)C. The catalyst is CO. The product is [OH:9][C:10]1[CH:30]=[CH:29][C:13]([C:14]([O:16][CH:17]2[CH2:18][O:19][CH:20]([C:23]3[CH:28]=[CH:27][CH:26]=[CH:25][CH:24]=3)[O:21][CH2:22]2)=[O:15])=[CH:12][CH:11]=1. The yield is 0.750. (5) The reactants are [CH:1]([C:4]1[CH:18]=[C:17]([O:19][CH3:20])[CH:16]=[CH:15][C:5]=1[O:6][C:7]1[C:8]([NH2:14])=[N:9][C:10]([NH2:13])=[N:11][CH:12]=1)([CH3:3])[CH3:2].F[C:22](F)(F)[C:23](O)=[O:24].C(Cl)(=O)C.[Cl-].[Cl-].[Cl-].[Al+3]. The catalyst is ClC(Cl)C.O. The product is [NH2:13][C:10]1[N:9]=[C:8]([NH2:14])[C:7]([O:6][C:5]2[C:4]([CH:1]([CH3:3])[CH3:2])=[CH:18][C:17]([O:19][CH3:20])=[C:16]([C:23](=[O:24])[CH3:22])[CH:15]=2)=[CH:12][N:11]=1. The yield is 0.310.